This data is from Forward reaction prediction with 1.9M reactions from USPTO patents (1976-2016). The task is: Predict the product of the given reaction. (1) Given the reactants C([O:4][C@H:5]1[CH2:22][CH2:21][C@@:20]2([CH3:23])[C@@H:7]([CH2:8][CH2:9][C@:10]3([CH3:51])[C@@H:19]2[CH2:18][CH2:17][C@H:16]2[C@@:11]3([CH3:50])[CH2:12][CH2:13][C@@:14]3([C:31]([N:33]4[CH2:37][CH2:36][CH2:35][C@H:34]4[C:38]4[NH:39][C:40]([C:43]5[CH:48]=[CH:47][C:46]([F:49])=[CH:45][CH:44]=5)=[CH:41][N:42]=4)=[O:32])[CH2:26][CH2:25][C@@H:24]([C:27]4([CH3:30])[CH2:29][CH2:28]4)[C@@H:15]32)[C:6]1([CH3:53])[CH3:52])(=O)C.C(=O)([O-])[O-].[K+].[K+], predict the reaction product. The product is: [F:49][C:46]1[CH:45]=[CH:44][C:43]([C:40]2[NH:39][C:38]([C@@H:34]3[CH2:35][CH2:36][CH2:37][N:33]3[C:31]([C@:14]34[CH2:26][CH2:25][C@@H:24]([C:27]5([CH3:30])[CH2:29][CH2:28]5)[CH:15]3[C@@H:16]3[C@@:11]([CH3:50])([CH2:12][CH2:13]4)[C@@:10]4([CH3:51])[C@@H:19]([C@:20]5([CH3:23])[C@@H:7]([CH2:8][CH2:9]4)[C:6]([CH3:52])([CH3:53])[C@@H:5]([OH:4])[CH2:22][CH2:21]5)[CH2:18][CH2:17]3)=[O:32])=[N:42][CH:41]=2)=[CH:48][CH:47]=1. (2) Given the reactants [Cl:1][C:2]1[N:3]=[C:4]([Cl:20])[C:5]2[C:10](I)=[CH:9][N:8]([CH2:12][O:13][CH2:14][CH2:15][Si:16]([CH3:19])([CH3:18])[CH3:17])[C:6]=2[N:7]=1.[CH3:21][NH:22][C:23]([C:25]1[CH:30]=[CH:29][C:28](B(O)O)=[CH:27][CH:26]=1)=[O:24].C(=O)([O-])[O-].[Na+].[Na+].ClCCl, predict the reaction product. The product is: [Cl:1][C:2]1[N:3]=[C:4]([Cl:20])[C:5]2[C:10]([C:28]3[CH:29]=[CH:30][C:25]([C:23]([NH:22][CH3:21])=[O:24])=[CH:26][CH:27]=3)=[CH:9][N:8]([CH2:12][O:13][CH2:14][CH2:15][Si:16]([CH3:19])([CH3:18])[CH3:17])[C:6]=2[N:7]=1. (3) The product is: [CH2:1]([N:8]1[CH2:9][CH:10]2[CH2:11][N:12]([C:22]([C:21]3[CH:25]=[CH:26][C:18]([O:17][CH3:16])=[CH:19][C:20]=3[N:27]3[N:31]=[CH:30][CH:29]=[N:28]3)=[O:23])[CH2:13][CH:14]2[CH2:15]1)[C:2]1[CH:7]=[CH:6][CH:5]=[CH:4][CH:3]=1. Given the reactants [CH2:1]([N:8]1[CH2:15][CH:14]2[CH:10]([CH2:11][NH:12][CH2:13]2)[CH2:9]1)[C:2]1[CH:7]=[CH:6][CH:5]=[CH:4][CH:3]=1.[CH3:16][O:17][C:18]1[CH:26]=[CH:25][C:21]([C:22](O)=[O:23])=[C:20]([N:27]2[N:31]=[CH:30][CH:29]=[N:28]2)[CH:19]=1.CN(C(ON1N=NC2C=CC=NC1=2)=[N+](C)C)C.F[P-](F)(F)(F)(F)F, predict the reaction product. (4) Given the reactants Br[C:2]1[CH:3]=[CH:4][C:5]2[C:6]3[CH:7]=[CH:8][CH:9]=[C:10]4[C:21]=3[C:14]([C:15]3[C:20]=2[C:19]=1[CH:18]=[CH:17][CH:16]=3)=[CH:13][CH:12]=[CH:11]4.[C:22]1([NH:28][C:29]2[CH:34]=[CH:33][CH:32]=[CH:31][CH:30]=2)[CH:27]=[CH:26][CH:25]=[CH:24][CH:23]=1.C(=O)([O-])[O-].[K+].[K+].[N+](C1C=CC=CC=1)([O-])=O, predict the reaction product. The product is: [C:29]1([N:28]([C:22]2[CH:23]=[CH:24][CH:25]=[CH:26][CH:27]=2)[C:2]2[CH:3]=[CH:4][C:5]3[C:6]4[CH:7]=[CH:8][CH:9]=[C:10]5[C:21]=4[C:14]([C:15]4[C:20]=3[C:19]=2[CH:18]=[CH:17][CH:16]=4)=[CH:13][CH:12]=[CH:11]5)[CH:30]=[CH:31][CH:32]=[CH:33][CH:34]=1. (5) Given the reactants [N+:1]([C:4]1[CH:5]=[C:6]([CH:8]=[C:9]([N+:11]([O-:13])=[O:12])[CH:10]=1)[NH2:7])([O-:3])=[O:2].CO[CH:16]1[CH2:20][CH2:19][CH:18](OC)O1, predict the reaction product. The product is: [N+:1]([C:4]1[CH:5]=[C:6]([N:7]2[CH:16]=[CH:20][CH:19]=[CH:18]2)[CH:8]=[C:9]([N+:11]([O-:13])=[O:12])[CH:10]=1)([O-:3])=[O:2]. (6) Given the reactants CC1C=CC(S([O-])=O)=CC=1.[Na+].[CH2:12]([O:14][C:15](=[O:48])[C:16]1[CH:21]=[C:20]([C:22]#[N:23])[C:19]([N:24]2[CH2:29][CH2:28][CH:27]([C:30](=[O:45])[N:31](CC=C)[S:32]([CH2:35][C:36]3[CH:41]=[CH:40][CH:39]=[CH:38][CH:37]=3)(=[O:34])=[O:33])[CH2:26][CH2:25]2)=[N:18][C:17]=1[O:46][CH3:47])[CH3:13], predict the reaction product. The product is: [CH2:12]([O:14][C:15](=[O:48])[C:16]1[CH:21]=[C:20]([C:22]#[N:23])[C:19]([N:24]2[CH2:29][CH2:28][CH:27]([C:30](=[O:45])[NH:31][S:32]([CH2:35][C:36]3[CH:37]=[CH:38][CH:39]=[CH:40][CH:41]=3)(=[O:34])=[O:33])[CH2:26][CH2:25]2)=[N:18][C:17]=1[O:46][CH3:47])[CH3:13].